Task: Predict the reactants needed to synthesize the given product.. Dataset: Full USPTO retrosynthesis dataset with 1.9M reactions from patents (1976-2016) (1) Given the product [ClH:23].[NH2:28][C:26](=[O:27])[C@@H:25]([NH:24][C:18](=[O:20])[CH2:17][C:16]([NH:15][C:12]1[CH:13]=[CH:14][C:9]([O:8][C:6]2[CH:5]=[CH:4][N:3]=[C:2]([NH2:1])[CH:7]=2)=[C:10]([F:22])[CH:11]=1)=[O:21])[C:29]1[CH:34]=[CH:33][CH:32]=[CH:31][CH:30]=1, predict the reactants needed to synthesize it. The reactants are: [NH2:1][C:2]1[CH:7]=[C:6]([O:8][C:9]2[CH:14]=[CH:13][C:12]([NH:15][C:16](=[O:21])[CH2:17][C:18]([OH:20])=O)=[CH:11][C:10]=2[F:22])[CH:5]=[CH:4][N:3]=1.[ClH:23].[NH2:24][C@@H:25]([C:29]1[CH:34]=[CH:33][CH:32]=[CH:31][CH:30]=1)[C:26]([NH2:28])=[O:27]. (2) Given the product [CH2:30]([N:10]([CH2:9][C:8]1[CH:7]=[CH:6][C:5]([C:3]([O:2][CH3:1])=[O:4])=[CH:39][CH:38]=1)[C:11]([C@@H:13]1[CH2:22][C:21]2[C:16](=[CH:17][CH:18]=[CH:19][CH:20]=2)[CH2:15][NH:14]1)=[O:12])[CH2:31][C:32]1[CH:33]=[CH:34][CH:35]=[CH:36][CH:37]=1, predict the reactants needed to synthesize it. The reactants are: [CH3:1][O:2][C:3]([C:5]1[CH:39]=[CH:38][C:8]([CH2:9][N:10]([CH2:30][CH2:31][C:32]2[CH:37]=[CH:36][CH:35]=[CH:34][CH:33]=2)[C:11]([C@@H:13]2[CH2:22][C:21]3[C:16](=[CH:17][CH:18]=[CH:19][CH:20]=3)[CH2:15][N:14]2C(OC(C)(C)C)=O)=[O:12])=[CH:7][CH:6]=1)=[O:4].C(O)(C(F)(F)F)=O. (3) Given the product [Cl:1][C:2]1[C:10]([N+:15]([O-:17])=[O:16])=[CH:9][C:8]([C:11]([F:12])([F:13])[F:14])=[CH:7][C:3]=1[C:4]([OH:6])=[O:5], predict the reactants needed to synthesize it. The reactants are: [Cl:1][C:2]1[CH:10]=[CH:9][C:8]([C:11]([F:14])([F:13])[F:12])=[CH:7][C:3]=1[C:4]([OH:6])=[O:5].[N+:15]([O-])([O-:17])=[O:16].[K+]. (4) Given the product [Cl:1][C:2]1[CH:3]=[C:4]([C:14]([NH:17][C@@H:18]([CH2:31][C:32]2[CH:37]=[CH:36][CH:35]=[CH:34][C:33]=2[C:38]([F:41])([F:39])[F:40])[CH2:19][N:20]2[C:28](=[O:29])[C:27]3[C:22](=[CH:23][CH:24]=[CH:25][CH:26]=3)[C:21]2=[O:30])=[O:16])[S:5][C:6]=1[C:7]1[N:11]([CH3:12])[N:10]=[CH:9][C:8]=1[Cl:13], predict the reactants needed to synthesize it. The reactants are: [Cl:1][C:2]1[CH:3]=[C:4]([C:14]([OH:16])=O)[S:5][C:6]=1[C:7]1[N:11]([CH3:12])[N:10]=[CH:9][C:8]=1[Cl:13].[NH2:17][C@@H:18]([CH2:31][C:32]1[CH:37]=[CH:36][CH:35]=[CH:34][C:33]=1[C:38]([F:41])([F:40])[F:39])[CH2:19][N:20]1[C:28](=[O:29])[C:27]2[C:22](=[CH:23][CH:24]=[CH:25][CH:26]=2)[C:21]1=[O:30].C(N(C(C)C)CC)(C)C.C1CN([P+](Br)(N2CCCC2)N2CCCC2)CC1.F[P-](F)(F)(F)(F)F. (5) The reactants are: [CH3:1][O:2][C:3](=[O:26])[C@@H:4]([O:23][CH2:24][CH3:25])[C@@H:5]([C:7]1[C:12]([CH3:13])=[CH:11][C:10]([O:14][CH2:15][C:16]2[CH:21]=[CH:20][CH:19]=[CH:18][CH:17]=2)=[CH:9][C:8]=1[CH3:22])O.C([SiH](CC)CC)C. Given the product [CH3:1][O:2][C:3](=[O:26])[C@@H:4]([O:23][CH2:24][CH3:25])[CH2:5][C:7]1[C:8]([CH3:22])=[CH:9][C:10]([O:14][CH2:15][C:16]2[CH:21]=[CH:20][CH:19]=[CH:18][CH:17]=2)=[CH:11][C:12]=1[CH3:13], predict the reactants needed to synthesize it. (6) Given the product [NH2:1][C:2]1[N:7]=[C:6]([N:8]2[CH:17]([CH3:18])[CH2:16][C:15]3[C:10](=[CH:11][C:12]([C:19]4[S:20][C:21]([C:24]([N:35]([CH3:36])[CH3:34])=[O:25])=[CH:22][N:23]=4)=[CH:13][CH:14]=3)[CH2:9]2)[CH:5]=[C:4]([N:27]2[CH2:28][CH2:29][N:30]([CH3:33])[CH2:31][CH2:32]2)[N:3]=1, predict the reactants needed to synthesize it. The reactants are: [NH2:1][C:2]1[N:7]=[C:6]([N:8]2[CH:17]([CH3:18])[CH2:16][C:15]3[C:10](=[CH:11][C:12]([C:19]4[S:20][C:21]([C:24](O)=[O:25])=[CH:22][N:23]=4)=[CH:13][CH:14]=3)[CH2:9]2)[CH:5]=[C:4]([N:27]2[CH2:32][CH2:31][N:30]([CH3:33])[CH2:29][CH2:28]2)[N:3]=1.[CH3:34][NH:35][CH3:36]. (7) Given the product [OH:59][CH2:58][C:57]([CH3:61])([CH3:60])[O:56][NH:55][C:17]([C:16]1[CH:15]=[CH:14][N:13]2[CH:20]=[N:21][CH:22]=[C:12]2[C:11]=1[NH:10][C:7]1[CH:8]=[CH:9][C:4]([CH:1]2[CH2:3][CH2:2]2)=[CH:5][C:6]=1[F:23])=[O:19], predict the reactants needed to synthesize it. The reactants are: [CH:1]1([C:4]2[CH:9]=[CH:8][C:7]([NH:10][C:11]3[C:12]4[N:13]([CH:20]=[N:21][CH:22]=4)[CH:14]=[CH:15][C:16]=3[C:17]([OH:19])=O)=[C:6]([F:23])[CH:5]=2)[CH2:3][CH2:2]1.CCN=C=NCCCN(C)C.C1C=CC2N(O)N=NC=2C=1.CCN(C(C)C)C(C)C.Cl.[NH2:55][O:56][C:57]([CH3:61])([CH3:60])[CH2:58][OH:59].